This data is from Forward reaction prediction with 1.9M reactions from USPTO patents (1976-2016). The task is: Predict the product of the given reaction. (1) Given the reactants [CH3:1][O:2][C:3]1[CH:4]=[C:5]2[C:9](=[CH:10][CH:11]=1)[NH:8][CH:7]=[CH:6]2.[CH3:12][C:13]([O-])(C)[CH3:14].[K+].C(Br)C=C, predict the reaction product. The product is: [CH2:14]([N:8]1[C:9]2[C:5](=[CH:4][C:3]([O:2][CH3:1])=[CH:11][CH:10]=2)[CH:6]=[CH:7]1)[CH:13]=[CH2:12]. (2) Given the reactants [Br:1][C:2]1[CH:3]=[C:4]([CH:6]=[C:7]([C:9]([F:12])([F:11])[F:10])[CH:8]=1)[NH2:5].Br[CH2:14][CH:15]([OH:19])[CH2:16][CH2:17]Br.C(=O)([O-])[O-].[Na+].[Na+], predict the reaction product. The product is: [Br:1][C:2]1[CH:3]=[C:4]([N:5]2[CH2:17][CH2:16][CH:15]([OH:19])[CH2:14]2)[CH:6]=[C:7]([C:9]([F:10])([F:11])[F:12])[CH:8]=1. (3) The product is: [CH3:10][O:11][C:12](=[O:21])[C:13]1[CH:18]=[C:17]([C:5](=[O:8])[CH2:6][CH3:7])[C:16]([F:19])=[CH:15][C:14]=1[OH:20]. Given the reactants [Cl-].[Al+3].[Cl-].[Cl-].[C:5](Cl)(=[O:8])[CH2:6][CH3:7].[CH3:10][O:11][C:12](=[O:21])[C:13]1[CH:18]=[CH:17][C:16]([F:19])=[CH:15][C:14]=1[OH:20], predict the reaction product. (4) Given the reactants [CH3:1][O:2][CH:3]([O:8][CH3:9])[C:4](OC)=[O:5].[CH3:10][C:11]1[C:16]([CH2:17][NH2:18])=[CH:15][CH:14]=[CH:13][CH:12]=1, predict the reaction product. The product is: [CH3:1][O:2][CH:3]([O:8][CH3:9])[C:4]([NH:18][CH2:17][C:16]1[CH:15]=[CH:14][CH:13]=[CH:12][C:11]=1[CH3:10])=[O:5]. (5) The product is: [CH2:15]([C:14]1[C:18]([OH:17])=[C:10]([C:7]([CH3:9])([CH3:8])[CH2:6][C:5]([C:20]([F:22])([F:23])[F:21])([OH:24])[CH2:4][OH:3])[CH:11]=[CH:12][CH:13]=1)[CH3:16]. Given the reactants C([O:3][C:4](=O)[C:5]([OH:24])([C:20]([F:23])([F:22])[F:21])[CH2:6][C:7]([C:10]1[C:18]2[O:17][CH2:16][CH2:15][C:14]=2[CH:13]=[C:12](Br)[CH:11]=1)([CH3:9])[CH3:8])C.[H-].[Al+3].[Li+].[H-].[H-].[H-], predict the reaction product. (6) Given the reactants [Mg].[F:2][C:3]1[C:8]([F:9])=[CH:7][CH:6]=[CH:5][C:4]=1Br.[CH2:11]([C@H:14]1[CH2:19][CH2:18][C@H:17]([C@H:20]2[CH2:25][CH2:24][C@H:23]([CH2:26][CH2:27][CH2:28][CH:29]=O)[CH2:22][CH2:21]2)[CH2:16][CH2:15]1)[CH2:12][CH3:13].[Cl-].[NH4+], predict the reaction product. The product is: [F:9][C:8]1[C:3]([F:2])=[C:4]([CH:29]=[CH:28][CH2:27][CH2:26][C@H:23]2[CH2:24][CH2:25][C@H:20]([C@H:17]3[CH2:16][CH2:15][C@H:14]([CH2:11][CH2:12][CH3:13])[CH2:19][CH2:18]3)[CH2:21][CH2:22]2)[CH:5]=[CH:6][CH:7]=1. (7) Given the reactants [CH3:1][O:2][C:3]([C@H:5]1[N:9]2[C:10](=[O:31])[C:11]([N+:28]([O-:30])=[O:29])=[C:12]([CH2:17][C:18]3[C:27]4[C:22](=CC=CC=4)[CH:21]=[CH:20]C=3)[C:13]([CH:14]3[CH2:16][CH2:15]3)=[C:8]2[S:7][CH2:6]1)=[O:4].COC([C@H]1N2C(=O)C=C(CCCCCC)C([C:45]3C=CC=[C:47]([C:51]([F:54])([F:53])[F:52])[CH:46]=3)=C2SC1)=O.N([O-])=O.[Na+].C(O)(C(F)(F)F)=O, predict the reaction product. The product is: [CH3:1][O:2][C:3]([C@H:5]1[N:9]2[C:10](=[O:31])[C:11]([N+:28]([O-:30])=[O:29])=[C:12]([CH2:17][CH2:18][CH2:27][CH2:22][CH2:21][CH3:20])[C:13]([C:14]3[CH:15]=[CH:45][CH:46]=[C:47]([C:51]([F:54])([F:53])[F:52])[CH:16]=3)=[C:8]2[S:7][CH2:6]1)=[O:4]. (8) Given the reactants C1(C2C=CC=CC=2)C=CC=CC=1C(P(C)C)P(C)C.CC(C)([O-])C.[Na+].N#N.F[C:29]1[CH:30]=[C:31](CNC(=O)C)[C:32]([NH:45][C@H:46]([C:48]2[CH:53]=[CH:52][C:51]([F:54])=[CH:50][CH:49]=2)C)=[N:33][C:34]=1[NH:35]C1C=C(OC(C)C)NN=1.[CH:60]1([C:63]2[NH:67][N:66]=[C:65](N)[CH:64]=2)[CH2:62][CH2:61]1, predict the reaction product. The product is: [CH:60]1([C:63]2[NH:67][N:66]=[C:65]([N:45]([CH2:46][C:48]3[CH:49]=[CH:50][C:51]([F:54])=[CH:52][CH:53]=3)[C:32]3[CH:31]=[CH:30][CH:29]=[C:34]([NH2:35])[N:33]=3)[CH:64]=2)[CH2:62][CH2:61]1.